From a dataset of Full USPTO retrosynthesis dataset with 1.9M reactions from patents (1976-2016). Predict the reactants needed to synthesize the given product. (1) Given the product [C:4]([O:3][C:1](=[O:2])[N:8]([CH:9]1[CH2:10][CH2:11][CH:12]([N:15]([C:16]([C:18]2[S:22][C:21]3[C:23]([F:28])=[CH:24][CH:25]=[C:26]([F:27])[C:20]=3[C:19]=2[Cl:29])=[O:17])[CH2:30][C:31]2[CH:32]=[C:33]([C:44]3[CH:49]=[N:48][CH:47]=[CH:46][N:45]=3)[CH:34]=[CH:35][C:36]=2[O:37][CH3:38])[CH2:13][CH2:14]1)[CH3:42])([CH3:7])([CH3:6])[CH3:5], predict the reactants needed to synthesize it. The reactants are: [C:1]([N:8]([CH3:42])[CH:9]1[CH2:14][CH2:13][CH:12]([N:15]([CH2:30][C:31]2[CH:32]=[C:33](B(O)O)[CH:34]=[CH:35][C:36]=2[O:37][CH3:38])[C:16]([C:18]2[S:22][C:21]3[C:23]([F:28])=[CH:24][CH:25]=[C:26]([F:27])[C:20]=3[C:19]=2[Cl:29])=[O:17])[CH2:11][CH2:10]1)([O:3][C:4]([CH3:7])([CH3:6])[CH3:5])=[O:2].Cl[C:44]1[CH:49]=[N:48][CH:47]=[CH:46][N:45]=1. (2) Given the product [N:27]1[CH:28]=[CH:29][CH:30]=[C:25]([C:2]2[S:6][C:5]([N:7]3[CH2:11][C:10]4([CH:16]5[CH2:17][CH2:18][N:13]([CH2:14][CH2:15]5)[CH2:12]4)[O:9][C:8]3=[O:19])=[N:4][CH:3]=2)[CH:26]=1, predict the reactants needed to synthesize it. The reactants are: Br[C:2]1[S:6][C:5]([N:7]2[CH2:11][C:10]3([CH:16]4[CH2:17][CH2:18][N:13]([CH2:14][CH2:15]4)[CH2:12]3)[O:9][C:8]2=[O:19])=[N:4][CH:3]=1.C([Sn](CCCC)(CCCC)[C:25]1[CH:26]=[N:27][CH:28]=[CH:29][CH:30]=1)CCC. (3) Given the product [Cl:1][C:2]1[CH:7]=[CH:6][CH:5]=[CH:4][C:3]=1[NH:8][C:9](=[O:23])[NH:10][C:11]1[CH:16]=[CH:15][C:14]([CH2:17][C:18]([N:29]2[CH2:30][C@@H:26]([O:25][CH3:24])[CH2:27][C@H:28]2[CH2:31][O:32][C:33]2[CH:42]=[CH:41][C:36]([C:37]([O:39][CH3:40])=[O:38])=[CH:35][CH:34]=2)=[O:20])=[CH:13][C:12]=1[O:21][CH3:22], predict the reactants needed to synthesize it. The reactants are: [Cl:1][C:2]1[CH:7]=[CH:6][CH:5]=[CH:4][C:3]=1[NH:8][C:9](=[O:23])[NH:10][C:11]1[CH:16]=[CH:15][C:14]([CH2:17][C:18]([OH:20])=O)=[CH:13][C:12]=1[O:21][CH3:22].[CH3:24][O:25][C@@H:26]1[CH2:30][NH:29][C@H:28]([CH2:31][O:32][C:33]2[CH:42]=[CH:41][C:36]([C:37]([O:39][CH3:40])=[O:38])=[CH:35][CH:34]=2)[CH2:27]1.CCN=C=NCCCN(C)C.Cl.C1C=CC2N(O)N=NC=2C=1.CCN(CC)CC. (4) Given the product [CH2:6]([O:5][C:3](=[O:4])[CH2:2][O:18][C:12]1[CH:13]=[CH:14][C:15]([Br:17])=[CH:16][C:11]=1[C:9](=[O:10])[CH3:8])[CH3:7], predict the reactants needed to synthesize it. The reactants are: Br[CH2:2][C:3]([O:5][CH2:6][CH3:7])=[O:4].[CH3:8][C:9]([C:11]1[CH:16]=[C:15]([Br:17])[CH:14]=[CH:13][C:12]=1[OH:18])=[O:10].C(=O)([O-])[O-].[K+].[K+].O. (5) The reactants are: [CH2:1]([O:3][C:4]([C:6]1[CH2:7][CH2:8][O:9][CH2:10][C:11]=1OS(C(F)(F)F)(=O)=O)=[O:5])[CH3:2].C([O-])([O-])=O.[K+].[K+].[CH2:26]1[CH2:30]O[CH2:28][CH2:27]1. Given the product [CH2:1]([O:3][C:4]([C:6]1[CH2:7][CH2:8][O:9][CH2:10][C:11]=1[C:26]1[CH:30]=[CH:30][C:26]([C:27]2[CH:10]=[CH:11][CH:6]=[CH:4][CH:28]=2)=[CH:28][CH:27]=1)=[O:5])[CH3:2], predict the reactants needed to synthesize it. (6) Given the product [CH3:31][O:32][C@H:33]1[CH2:38][CH2:37][C@H:36]([CH2:39][N:40]2[C:41]3=[N:50][C:49]([C:51]4[CH:56]=[N:55][C:54]([C:57]5[N:20]=[CH:11][NH:10][N:58]=5)=[CH:53][C:52]=4[CH3:59])=[CH:48][N:47]=[C:42]3[NH:43][CH2:44][C:45]2=[O:46])[CH2:35][CH2:34]1, predict the reactants needed to synthesize it. The reactants are: CO[C@H]1CC[C@H](C[N:10]2C(=O)CNC3N=CC(C4C(C)=CC(C(N)=O)=NC=4)=[N:20][C:11]2=3)CC1.[CH3:31][O:32][C@H:33]1[CH2:38][CH2:37][C@H:36]([CH2:39][N:40]2[C:45](=[O:46])[CH2:44][NH:43][C:42]3[N:47]=[CH:48][C:49]([C:51]4[C:52]([CH3:59])=[CH:53][C:54]([C:57]#[N:58])=[N:55][CH:56]=4)=[N:50][C:41]2=3)[CH2:35][CH2:34]1.FC(F)(F)C(O)=O.S(=O)(=O)(O)O.C(=O)([O-])[O-].[Na+].[Na+]. (7) Given the product [CH3:13][N:14]1[C:19]2=[CH:20][N:21]([CH2:23][O:24][CH2:25][CH2:26][Si:27]([CH3:28])([CH3:30])[CH3:29])[C:22]([B:38]([OH:39])[OH:37])=[C:18]2[C:17](=[O:31])[N:16]([CH3:32])[C:15]1=[O:33], predict the reactants needed to synthesize it. The reactants are: C([Li])CCC.C(NC(C)C)(C)C.[CH3:13][N:14]1[C:19]2=[CH:20][N:21]([CH2:23][O:24][CH2:25][CH2:26][Si:27]([CH3:30])([CH3:29])[CH3:28])[CH:22]=[C:18]2[C:17](=[O:31])[N:16]([CH3:32])[C:15]1=[O:33].C([O:37][B:38](OC(C)C)[O:39]C(C)C)(C)C. (8) Given the product [Cl:1][C:2]1[CH:11]=[CH:10][C:9]2[N+:8]([O-:26])=[CH:7][CH:6]=[CH:5][C:4]=2[C:3]=1[C:12]([NH:14][CH2:15][CH2:16][C:17]1[CH:22]=[CH:21][CH:20]=[CH:19][C:18]=1[Cl:23])=[O:13], predict the reactants needed to synthesize it. The reactants are: [Cl:1][C:2]1[CH:11]=[CH:10][C:9]2[N:8]=[CH:7][CH:6]=[CH:5][C:4]=2[C:3]=1[C:12]([NH:14][CH2:15][CH2:16][C:17]1[CH:22]=[CH:21][CH:20]=[CH:19][C:18]=1[Cl:23])=[O:13].C(OO)(=[O:26])C.S([O-])([O-])=O.[Na+].[Na+].